From a dataset of Forward reaction prediction with 1.9M reactions from USPTO patents (1976-2016). Predict the product of the given reaction. (1) Given the reactants [CH:1]1([N:4]2[CH2:9][CH2:8][NH:7][CH2:6][CH2:5]2)[CH2:3][CH2:2]1.[Cl:10][C:11]1[CH:23]=[CH:22][C:14]([C:15]([N:17]2[CH2:21][CH2:20][CH2:19][CH2:18]2)=[O:16])=[CH:13][N:12]=1, predict the reaction product. The product is: [ClH:10].[CH:1]1([N:4]2[CH2:9][CH2:8][N:7]([C:11]3[N:12]=[CH:13][C:14]([C:15]([N:17]4[CH2:21][CH2:20][CH2:19][CH2:18]4)=[O:16])=[CH:22][CH:23]=3)[CH2:6][CH2:5]2)[CH2:3][CH2:2]1. (2) Given the reactants [Cl:1][C:2]1[CH:15]=[CH:14][C:5]([CH2:6][S:7]([CH2:10][C:11](O)=O)(=[O:9])=[O:8])=[CH:4][CH:3]=1.[F:16][C:17]1[CH:24]=[CH:23][C:20](C=O)=[CH:19][CH:18]=1, predict the reaction product. The product is: [Cl:1][C:2]1[CH:15]=[CH:14][C:5]([CH2:6][S:7](/[CH:10]=[CH:11]/[C:20]2[CH:23]=[CH:24][C:17]([F:16])=[CH:18][CH:19]=2)(=[O:9])=[O:8])=[CH:4][CH:3]=1.